From a dataset of Forward reaction prediction with 1.9M reactions from USPTO patents (1976-2016). Predict the product of the given reaction. (1) Given the reactants B.[F:2][C:3]([F:15])([F:14])[C:4]1[CH:9]=[CH:8][C:7]([CH2:10][C:11](O)=[O:12])=[CH:6][CH:5]=1, predict the reaction product. The product is: [F:2][C:3]([F:14])([F:15])[C:4]1[CH:5]=[CH:6][C:7]([CH2:10][CH2:11][OH:12])=[CH:8][CH:9]=1. (2) Given the reactants C([O:9][C:10]1[CH:15]=[C:14]([I:16])[C:13]([O:17][C:18]2[CH:23]=[CH:22][C:21]([O:24][CH3:25])=[C:20]([CH:26]([CH3:28])[CH3:27])[CH:19]=2)=[C:12]([I:29])[CH:11]=1)(=O)C1C=CC=CC=1.[OH-].[Na+].Cl, predict the reaction product. The product is: [I:16][C:14]1[CH:15]=[C:10]([OH:9])[CH:11]=[C:12]([I:29])[C:13]=1[O:17][C:18]1[CH:23]=[CH:22][C:21]([O:24][CH3:25])=[C:20]([CH:26]([CH3:27])[CH3:28])[CH:19]=1. (3) Given the reactants [N:1]1([C:6]2[CH:14]=[CH:13][C:9]([C:10]([OH:12])=O)=[CH:8][CH:7]=2)[CH:5]=[CH:4][N:3]=[N:2]1.C(Cl)(=O)C(Cl)=O.[CH3:21][C:22]([CH3:36])([CH3:35])[CH2:23][NH:24][C:25]1[C:30]([C:31]#[CH:32])=[CH:29][N:28]=[C:27]([C:33]#[N:34])[N:26]=1.C(N(CC)CC)C, predict the reaction product. The product is: [CH3:21][C:22]([CH3:36])([CH3:35])[CH2:23][NH:24][C:25]1[C:30]([C:31]#[C:32][C:10](=[O:12])[C:9]2[CH:8]=[CH:7][C:6]([N:1]3[CH:5]=[CH:4][N:3]=[N:2]3)=[CH:14][CH:13]=2)=[CH:29][N:28]=[C:27]([C:33]#[N:34])[N:26]=1.